From a dataset of Forward reaction prediction with 1.9M reactions from USPTO patents (1976-2016). Predict the product of the given reaction. (1) Given the reactants BrC1CCCC1.[N+](C1NC=CN=1)([O-])=O.[CH:15]1([N:20]2[CH:24]=[CH:23][N:22]=[C:21]2[N+:25]([O-])=O)[CH2:19][CH2:18][CH2:17][CH2:16]1, predict the reaction product. The product is: [CH:15]1([N:20]2[CH:24]=[CH:23][N:22]=[C:21]2[NH2:25])[CH2:16][CH2:17][CH2:18][CH2:19]1. (2) Given the reactants [F:1][C:2]1[CH:7]=[CH:6][CH:5]=[CH:4][C:3]=1[C@H:8]([O:10][C:11](=[O:34])[NH:12][C:13]1[C:14]([CH3:33])=[N:15][O:16][C:17]=1[C:18]1[CH:23]=[CH:22][C:21](B2OC(C)(C)C(C)(C)O2)=[CH:20][CH:19]=1)[CH3:9].Br[C:36]1[CH:46]=[CH:45][C:39]([CH:40]([OH:44])[C:41]([OH:43])=[O:42])=[CH:38][CH:37]=1, predict the reaction product. The product is: [F:1][C:2]1[CH:7]=[CH:6][CH:5]=[CH:4][C:3]=1[C@H:8]([O:10][C:11]([NH:12][C:13]1[C:14]([CH3:33])=[N:15][O:16][C:17]=1[C:18]1[CH:19]=[CH:20][C:21]([C:36]2[CH:37]=[CH:38][C:39]([CH:40]([OH:44])[C:41]([OH:43])=[O:42])=[CH:45][CH:46]=2)=[CH:22][CH:23]=1)=[O:34])[CH3:9]. (3) Given the reactants [OH:1][C:2]1[CH:3]=[C:4]([CH2:12][C:13]([OH:15])=[O:14])[CH:5]=[C:6]([C:8]([F:11])([F:10])[F:9])[CH:7]=1.[Cl:16][C:17]1[CH:22]=[C:21]([S:23]([CH2:26][C:27]2[CH:32]=[CH:31][CH:30]=[CH:29][C:28]=2[F:33])(=[O:25])=[O:24])[CH:20]=[CH:19][C:18]=1F, predict the reaction product. The product is: [Cl:16][C:17]1[CH:22]=[C:21]([S:23]([CH2:26][C:27]2[CH:32]=[CH:31][CH:30]=[CH:29][C:28]=2[F:33])(=[O:24])=[O:25])[CH:20]=[CH:19][C:18]=1[O:1][C:2]1[CH:3]=[C:4]([CH2:12][C:13]([OH:15])=[O:14])[CH:5]=[C:6]([C:8]([F:9])([F:10])[F:11])[CH:7]=1. (4) Given the reactants [Cl:1][C:2]1[CH:3]=[C:4]([C:10]2([C:27]([F:30])([F:29])[F:28])[CH2:14][CH2:13][N:12]([C:15]3[N:20]=[C:19]([C:21]([F:24])([F:23])[F:22])[C:18]([CH2:25]N)=[CH:17][N:16]=3)[CH2:11]2)[CH:5]=[C:6]([Cl:9])[C:7]=1[Cl:8].C([N:33](CC)CC)C.[CH:38]1([C:41](Cl)=[O:42])[CH2:40][CH2:39]1, predict the reaction product. The product is: [Cl:1][C:2]1[CH:3]=[C:4]([C:10]2([C:27]([F:28])([F:29])[F:30])[CH2:14][CH2:13][N:12]([C:15]3[N:20]=[C:19]([C:21]([F:23])([F:24])[F:22])[C:18]([CH2:25][C:38]4([C:41]([NH2:33])=[O:42])[CH2:40][CH2:39]4)=[CH:17][N:16]=3)[CH2:11]2)[CH:5]=[C:6]([Cl:9])[C:7]=1[Cl:8].